From a dataset of NCI-60 drug combinations with 297,098 pairs across 59 cell lines. Regression. Given two drug SMILES strings and cell line genomic features, predict the synergy score measuring deviation from expected non-interaction effect. (1) Drug 1: C1CN1C2=NC(=NC(=N2)N3CC3)N4CC4. Drug 2: C#CCC(CC1=CN=C2C(=N1)C(=NC(=N2)N)N)C3=CC=C(C=C3)C(=O)NC(CCC(=O)O)C(=O)O. Cell line: HCT-15. Synergy scores: CSS=17.3, Synergy_ZIP=2.76, Synergy_Bliss=4.52, Synergy_Loewe=1.47, Synergy_HSA=0.498. (2) Drug 1: C1=NC2=C(N=C(N=C2N1C3C(C(C(O3)CO)O)O)F)N. Drug 2: C(=O)(N)NO. Cell line: NCI-H522. Synergy scores: CSS=8.39, Synergy_ZIP=-6.46, Synergy_Bliss=-1.86, Synergy_Loewe=-13.8, Synergy_HSA=-2.45. (3) Drug 2: C1CN(CCN1C(=O)CCBr)C(=O)CCBr. Cell line: OVCAR-5. Drug 1: COC1=NC(=NC2=C1N=CN2C3C(C(C(O3)CO)O)O)N. Synergy scores: CSS=19.0, Synergy_ZIP=-2.82, Synergy_Bliss=-2.52, Synergy_Loewe=7.89, Synergy_HSA=2.16. (4) Drug 1: CC1=C(C=C(C=C1)C(=O)NC2=CC(=CC(=C2)C(F)(F)F)N3C=C(N=C3)C)NC4=NC=CC(=N4)C5=CN=CC=C5. Drug 2: C1C(C(OC1N2C=NC3=C2NC=NCC3O)CO)O. Cell line: SF-295. Synergy scores: CSS=8.85, Synergy_ZIP=-3.00, Synergy_Bliss=-1.42, Synergy_Loewe=5.12, Synergy_HSA=1.55.